Dataset: NCI-60 drug combinations with 297,098 pairs across 59 cell lines. Task: Regression. Given two drug SMILES strings and cell line genomic features, predict the synergy score measuring deviation from expected non-interaction effect. (1) Drug 1: CCCS(=O)(=O)NC1=C(C(=C(C=C1)F)C(=O)C2=CNC3=C2C=C(C=N3)C4=CC=C(C=C4)Cl)F. Drug 2: C1=CC(=CC=C1CC(C(=O)O)N)N(CCCl)CCCl.Cl. Cell line: SK-MEL-5. Synergy scores: CSS=43.5, Synergy_ZIP=4.37, Synergy_Bliss=6.03, Synergy_Loewe=-9.11, Synergy_HSA=4.08. (2) Drug 1: C1=NC2=C(N=C(N=C2N1C3C(C(C(O3)CO)O)F)Cl)N. Drug 2: CC1=C(C(=CC=C1)Cl)NC(=O)C2=CN=C(S2)NC3=CC(=NC(=N3)C)N4CCN(CC4)CCO. Cell line: KM12. Synergy scores: CSS=-4.89, Synergy_ZIP=2.08, Synergy_Bliss=1.28, Synergy_Loewe=-5.83, Synergy_HSA=-4.23. (3) Drug 1: C1=CC(=CC=C1CCCC(=O)O)N(CCCl)CCCl. Drug 2: CC1=C2C(C(=O)C3(C(CC4C(C3C(C(C2(C)C)(CC1OC(=O)C(C(C5=CC=CC=C5)NC(=O)OC(C)(C)C)O)O)OC(=O)C6=CC=CC=C6)(CO4)OC(=O)C)O)C)O. Cell line: NCI-H460. Synergy scores: CSS=25.2, Synergy_ZIP=-11.6, Synergy_Bliss=-8.46, Synergy_Loewe=-19.5, Synergy_HSA=-5.95. (4) Drug 1: CC(CN1CC(=O)NC(=O)C1)N2CC(=O)NC(=O)C2. Drug 2: CC(C)(C#N)C1=CC(=CC(=C1)CN2C=NC=N2)C(C)(C)C#N. Cell line: OVCAR-8. Synergy scores: CSS=15.2, Synergy_ZIP=-6.20, Synergy_Bliss=-4.91, Synergy_Loewe=-3.42, Synergy_HSA=-3.72.